From a dataset of Forward reaction prediction with 1.9M reactions from USPTO patents (1976-2016). Predict the product of the given reaction. (1) Given the reactants [CH2:1]([O:3][C:4](=[O:9])[C:5](Br)([CH3:7])[CH3:6])[CH3:2].[C:10]([O:14][C:15]([N:17]1[CH2:22][CH2:21][NH:20][CH2:19][CH2:18]1)=[O:16])([CH3:13])([CH3:12])[CH3:11].C(=O)([O-])[O-].[K+].[K+], predict the reaction product. The product is: [C:10]([O:14][C:15]([N:17]1[CH2:22][CH2:21][N:20]([C:5]([C:4]([O:3][CH2:1][CH3:2])=[O:9])([CH3:7])[CH3:6])[CH2:19][CH2:18]1)=[O:16])([CH3:13])([CH3:11])[CH3:12]. (2) The product is: [Cl:1][C:2]1[CH:7]=[CH:6][C:5]([C:8]2[NH:28][C:27]3[N:26]([N:25]=[CH:24][C:23]=3[C:18]3[CH:19]=[CH:20][CH:21]=[CH:22][N:17]=3)[C:10](=[O:12])[CH:9]=2)=[C:4]([O:15][CH3:16])[CH:3]=1. Given the reactants [Cl:1][C:2]1[CH:7]=[CH:6][C:5]([C:8](=O)[CH2:9][C:10]([O:12]C)=O)=[C:4]([O:15][CH3:16])[CH:3]=1.[N:17]1[CH:22]=[CH:21][CH:20]=[CH:19][C:18]=1[C:23]1[CH:24]=[N:25][NH:26][C:27]=1[NH2:28], predict the reaction product. (3) Given the reactants [NH2:1][N:2]1[N:11]=[C:10]([CH:12]2[CH2:15][CH2:14][CH2:13]2)[C:9]2[C:4](=[CH:5][CH:6]=[CH:7][CH:8]=2)[C:3]1=[O:16].[F:17][C:18]1[CH:19]=[C:20]([CH2:25][C:26](O)=[O:27])[CH:21]=[C:22]([F:24])[CH:23]=1, predict the reaction product. The product is: [CH:12]1([C:10]2[C:9]3[C:4](=[CH:5][CH:6]=[CH:7][CH:8]=3)[C:3](=[O:16])[N:2]([NH:1][C:26](=[O:27])[CH2:25][C:20]3[CH:19]=[C:18]([F:17])[CH:23]=[C:22]([F:24])[CH:21]=3)[N:11]=2)[CH2:15][CH2:14][CH2:13]1. (4) Given the reactants I[C:2]1[CH:3]=[C:4]([CH2:8][OH:9])[CH:5]=[CH:6][CH:7]=1.C([Si](C)(C)[O:15][CH2:16][C:17]#[CH:18])(C)(C)C.C(N(CC)CC)C, predict the reaction product. The product is: [OH:9][CH2:8][C:4]1[CH:3]=[C:2]([C:18]#[C:17][CH2:16][OH:15])[CH:7]=[CH:6][CH:5]=1. (5) Given the reactants C([Li])(C)(C)C.[CH2:6]([Si:8]([CH2:17][CH3:18])([CH2:15][CH3:16])[C:9]#[C:10][CH2:11][CH2:12][CH2:13]I)[CH3:7].[CH3:19][N:20]([CH3:34])[C:21]1([C:28]2[CH:33]=[CH:32][CH:31]=[CH:30][CH:29]=2)[CH2:26][CH2:25][C:24](=[O:27])[CH2:23][CH2:22]1.[Cl-].[NH4+], predict the reaction product. The product is: [CH3:19][N:20]([CH3:34])[C:21]1([C:28]2[CH:33]=[CH:32][CH:31]=[CH:30][CH:29]=2)[CH2:26][CH2:25][C:24]([CH2:13][CH2:12][CH2:11][C:10]#[C:9][Si:8]([CH2:17][CH3:18])([CH2:15][CH3:16])[CH2:6][CH3:7])([OH:27])[CH2:23][CH2:22]1. (6) The product is: [I:1][C:2]1[CH:11]=[CH:10][CH:9]=[C:8]2[C:3]=1[CH2:4][CH2:5][NH:6][CH:7]2[CH:12]([CH3:17])[C:13]([O:15][CH3:16])=[O:14]. Given the reactants [I:1][C:2]1[CH:11]=[CH:10][CH:9]=[C:8]2[C:3]=1[CH2:4][CH2:5][N:6]=[C:7]2[CH:12]([CH3:17])[C:13]([O:15][CH3:16])=[O:14].[BH3-]C#N.[Na+].[OH-].[Na+], predict the reaction product.